From a dataset of Full USPTO retrosynthesis dataset with 1.9M reactions from patents (1976-2016). Predict the reactants needed to synthesize the given product. (1) Given the product [Cl:1][C:2]1[CH:3]=[C:4]([CH2:17][N:18]2[C:22]([CH3:23])=[CH:21][C:20]([C:24]([NH:31][C:27]([CH3:30])([CH3:29])[CH3:28])=[O:25])=[N:19]2)[C:5]2[O:9][C:8]([C:10]3[CH:11]=[CH:12][CH:13]=[CH:14][CH:15]=3)=[CH:7][C:6]=2[CH:16]=1, predict the reactants needed to synthesize it. The reactants are: [Cl:1][C:2]1[CH:3]=[C:4]([CH2:17][N:18]2[C:22]([CH3:23])=[CH:21][C:20]([C:24](Cl)=[O:25])=[N:19]2)[C:5]2[O:9][C:8]([C:10]3[CH:15]=[CH:14][CH:13]=[CH:12][CH:11]=3)=[CH:7][C:6]=2[CH:16]=1.[C:27]([NH2:31])([CH3:30])([CH3:29])[CH3:28].CCN(CC)CC. (2) Given the product [CH:1]([C:4]1[CH:5]=[CH:6][C:7]([O:46][CH3:47])=[C:8]([C:10]2[CH:15]=[CH:14][C:13]([C:16]([F:19])([F:18])[F:17])=[CH:12][C:11]=2[CH2:20][N:21]([CH2:34][C:35]2[CH:36]=[C:37]([CH:38]=[C:39]([C:41]([F:44])([F:42])[F:43])[CH:40]=2)[O:45][CH2:55][CH2:56][CH2:57][C:58]([O:60][CH2:61][CH3:62])=[O:59])[C:22]2[N:27]=[CH:26][C:25]([N:28]3[CH2:33][CH2:32][O:31][CH2:30][CH2:29]3)=[CH:24][N:23]=2)[CH:9]=1)([CH3:3])[CH3:2], predict the reactants needed to synthesize it. The reactants are: [CH:1]([C:4]1[CH:5]=[CH:6][C:7]([O:46][CH3:47])=[C:8]([C:10]2[CH:15]=[CH:14][C:13]([C:16]([F:19])([F:18])[F:17])=[CH:12][C:11]=2[CH2:20][N:21]([CH2:34][C:35]2[CH:36]=[C:37]([OH:45])[CH:38]=[C:39]([C:41]([F:44])([F:43])[F:42])[CH:40]=2)[C:22]2[N:27]=[CH:26][C:25]([N:28]3[CH2:33][CH2:32][O:31][CH2:30][CH2:29]3)=[CH:24][N:23]=2)[CH:9]=1)([CH3:3])[CH3:2].C(=O)([O-])[O-].[K+].[K+].Br[CH2:55][CH2:56][CH2:57][C:58]([O:60][CH2:61][CH3:62])=[O:59]. (3) Given the product [CH2:24]([O:25][C:52]1[CH:53]=[CH:54][C:55]([C:30]([O:32][C:33]2[CH:38]=[CH:37][C:36]([C:39]([O:2][C:1]3[CH:8]=[CH:7][CH:6]=[C:4]([O:5][C:39](=[O:40])[C:36]4[CH:37]=[CH:38][C:33]([O:32][C:30](=[O:31])[C:29]5[CH:41]=[CH:42][C:26]([O:25][CH2:24][CH2:23][CH2:22][CH2:21][CH2:20][CH2:19][CH2:18][CH2:17][CH2:16][CH3:15])=[CH:27][CH:28]=5)=[CH:34][CH:35]=4)[CH:3]=3)=[O:40])=[CH:35][CH:34]=2)=[O:31])=[CH:56][CH:57]=1)[CH2:23][CH2:22][CH2:21][CH2:20][CH2:19][CH2:18][CH2:17][CH2:16][CH3:15], predict the reactants needed to synthesize it. The reactants are: [C:1]1([CH:8]=[CH:7][CH:6]=[C:4]([OH:5])[CH:3]=1)[OH:2].C(OC(S[CH2:15][CH2:16][CH2:17][CH2:18][CH2:19][CH2:20][CH2:21][CH2:22][CH2:23][CH2:24][O:25][C:26]1[CH:42]=[CH:41][C:29]([C:30]([O:32][C:33]2[CH:38]=[CH:37][C:36]([CH:39]=[O:40])=[CH:35][CH:34]=2)=[O:31])=[CH:28][CH:27]=1)=S)C.[CH2:52]1[CH2:57][CH2:56][CH:55](N=C=N[CH:52]2[CH2:57][CH2:56][CH2:55][CH2:54][CH2:53]2)[CH2:54][CH2:53]1. (4) Given the product [CH3:34][N:24]([CH2:23][CH2:22][N:18]1[C:19]2[C:14](=[CH:13][C:12]([NH:11][C:7]([C:3]3[S:2][CH:6]=[CH:5][CH:4]=3)=[NH:8])=[CH:21][CH:20]=2)[CH2:15][CH2:16][C:17]1=[O:35])[C:25](=[O:33])[O:26][C:27]1[CH:28]=[CH:29][CH:30]=[CH:31][CH:32]=1, predict the reactants needed to synthesize it. The reactants are: I.[S:2]1[CH:6]=[CH:5][CH:4]=[C:3]1[C:7](SC)=[NH:8].[NH2:11][C:12]1[CH:13]=[C:14]2[C:19](=[CH:20][CH:21]=1)[N:18]([CH2:22][CH2:23][N:24]([CH3:34])[C:25](=[O:33])[O:26][C:27]1[CH:32]=[CH:31][CH:30]=[CH:29][CH:28]=1)[C:17](=[O:35])[CH2:16][CH2:15]2. (5) Given the product [CH3:9][O:8][C:6]([C:3]1[CH:4]=[CH:5][N:1]([CH2:11][C:12]([OH:14])=[O:13])[CH:2]=1)=[O:7], predict the reactants needed to synthesize it. The reactants are: [NH:1]1[CH:5]=[CH:4][C:3]([C:6]([O:8][CH3:9])=[O:7])=[CH:2]1.Br[CH2:11][C:12]([O:14]C(C)(C)C)=[O:13].C(=O)([O-])[O-].[Cs+].[Cs+].[Li+].[OH-]. (6) Given the product [NH2:25][C:16]1[N:15]=[C:14]([O:13][C@@H:9]([CH3:8])[CH2:10][CH2:11][CH3:12])[N:22]=[C:21]2[C:17]=1[NH:18][C:19](=[O:23])[N:20]2[CH2:27][CH2:28][CH2:29][CH2:30][CH2:31][N:33]1[CH2:39][CH2:38][CH2:37][CH2:36][CH2:35][CH2:34]1, predict the reactants needed to synthesize it. The reactants are: FC(F)(F)C(O)=O.[CH3:8][C@H:9]([O:13][C:14]1[NH:15][C:16]([NH2:25])=[C:17]2[C:21]([N:22]=1)=[N:20][C:19]([O:23]C)=[N:18]2)[CH2:10][CH2:11][CH3:12].Br[CH2:27][CH2:28][CH2:29][CH2:30][CH2:31]Cl.[NH:33]1[CH2:39][CH2:38][CH2:37][CH2:36][CH2:35][CH2:34]1. (7) Given the product [CH2:1]([C:3]1[NH:7][N:6]=[CH:5][C:4]=1[C:14]1[N:19]2[N:20]=[CH:21][N:22]=[C:18]2[C:17]([NH:23][C:24]2[CH:25]=[CH:26][C:27]([N:30]3[CH2:31][CH2:32][O:33][CH2:34][CH2:35]3)=[CH:28][CH:29]=2)=[N:16][CH:15]=1)[CH3:2], predict the reactants needed to synthesize it. The reactants are: [CH2:1]([C:3]1[N:7](C2CCCCO2)[N:6]=[CH:5][C:4]=1[C:14]1[N:19]2[N:20]=[CH:21][N:22]=[C:18]2[C:17]([NH:23][C:24]2[CH:29]=[CH:28][C:27]([N:30]3[CH2:35][CH2:34][O:33][CH2:32][CH2:31]3)=[CH:26][CH:25]=2)=[N:16][CH:15]=1)[CH3:2].C(C1C(C2N3N=CN=C3C(NC3C=CC(N4CCOCC4)=CC=3)=NC=2)=CN(C2CCCCO2)N=1)C.Cl.